From a dataset of NCI-60 drug combinations with 297,098 pairs across 59 cell lines. Regression. Given two drug SMILES strings and cell line genomic features, predict the synergy score measuring deviation from expected non-interaction effect. (1) Drug 1: CC12CCC3C(C1CCC2=O)CC(=C)C4=CC(=O)C=CC34C. Drug 2: CC1=C(C=C(C=C1)C(=O)NC2=CC(=CC(=C2)C(F)(F)F)N3C=C(N=C3)C)NC4=NC=CC(=N4)C5=CN=CC=C5. Cell line: OVCAR-4. Synergy scores: CSS=18.0, Synergy_ZIP=0.819, Synergy_Bliss=-0.764, Synergy_Loewe=-2.26, Synergy_HSA=-2.14. (2) Drug 1: CC1=C(C(CCC1)(C)C)C=CC(=CC=CC(=CC(=O)O)C)C. Drug 2: CN(C(=O)NC(C=O)C(C(C(CO)O)O)O)N=O. Cell line: HS 578T. Synergy scores: CSS=13.9, Synergy_ZIP=-6.86, Synergy_Bliss=0.376, Synergy_Loewe=-4.48, Synergy_HSA=0.993. (3) Drug 1: CC1=CC2C(CCC3(C2CCC3(C(=O)C)OC(=O)C)C)C4(C1=CC(=O)CC4)C. Drug 2: CCN(CC)CCCC(C)NC1=C2C=C(C=CC2=NC3=C1C=CC(=C3)Cl)OC. Cell line: KM12. Synergy scores: CSS=9.94, Synergy_ZIP=-5.74, Synergy_Bliss=-2.13, Synergy_Loewe=-22.0, Synergy_HSA=-1.44. (4) Drug 1: C1CC(=O)NC(=O)C1N2C(=O)C3=CC=CC=C3C2=O. Drug 2: CCC1(C2=C(COC1=O)C(=O)N3CC4=CC5=C(C=CC(=C5CN(C)C)O)N=C4C3=C2)O.Cl. Cell line: OVCAR-8. Synergy scores: CSS=4.20, Synergy_ZIP=-11.2, Synergy_Bliss=-24.5, Synergy_Loewe=-36.9, Synergy_HSA=-23.5. (5) Synergy scores: CSS=7.72, Synergy_ZIP=0.236, Synergy_Bliss=1.13, Synergy_Loewe=-1.32, Synergy_HSA=-1.28. Cell line: RPMI-8226. Drug 2: CC(C)(C#N)C1=CC(=CC(=C1)CN2C=NC=N2)C(C)(C)C#N. Drug 1: C1CC(=O)NC(=O)C1N2CC3=C(C2=O)C=CC=C3N. (6) Drug 1: C1=NC2=C(N1)C(=S)N=CN2. Drug 2: C1C(C(OC1N2C=NC(=NC2=O)N)CO)O. Cell line: LOX IMVI. Synergy scores: CSS=35.7, Synergy_ZIP=-1.25, Synergy_Bliss=1.36, Synergy_Loewe=-6.86, Synergy_HSA=3.34. (7) Drug 1: CC1=C(C=C(C=C1)NC2=NC=CC(=N2)N(C)C3=CC4=NN(C(=C4C=C3)C)C)S(=O)(=O)N.Cl. Drug 2: CN1C2=C(C=C(C=C2)N(CCCl)CCCl)N=C1CCCC(=O)O.Cl. Cell line: SF-268. Synergy scores: CSS=9.79, Synergy_ZIP=-0.110, Synergy_Bliss=4.38, Synergy_Loewe=-1.73, Synergy_HSA=-0.849. (8) Drug 1: CC1C(C(CC(O1)OC2CC(CC3=C2C(=C4C(=C3O)C(=O)C5=C(C4=O)C(=CC=C5)OC)O)(C(=O)C)O)N)O.Cl. Drug 2: C(CC(=O)O)C(=O)CN.Cl. Cell line: U251. Synergy scores: CSS=41.7, Synergy_ZIP=-3.67, Synergy_Bliss=-0.773, Synergy_Loewe=-36.5, Synergy_HSA=-0.500. (9) Drug 1: C1CC(=O)NC(=O)C1N2CC3=C(C2=O)C=CC=C3N. Drug 2: C1CCC(CC1)NC(=O)N(CCCl)N=O. Cell line: A498. Synergy scores: CSS=6.47, Synergy_ZIP=-4.34, Synergy_Bliss=-0.0562, Synergy_Loewe=-0.801, Synergy_HSA=-0.790.